Predict the product of the given reaction. From a dataset of Forward reaction prediction with 1.9M reactions from USPTO patents (1976-2016). Given the reactants [C:1]([C:5]1[CH:6]=[C:7]([N+:18]([O-])=O)[C:8]([O:16][CH3:17])=[C:9]([NH:11][S:12]([CH3:15])(=[O:14])=[O:13])[CH:10]=1)([CH3:4])([CH3:3])[CH3:2], predict the reaction product. The product is: [NH2:18][C:7]1[C:8]([O:16][CH3:17])=[C:9]([NH:11][S:12]([CH3:15])(=[O:14])=[O:13])[CH:10]=[C:5]([C:1]([CH3:3])([CH3:4])[CH3:2])[CH:6]=1.